Predict the reaction yield, written as a fraction of the theoretical maximum amount of product (1.0 means a 100% yield; for example, 0.34 means a 34% yield). From a dataset of Reaction yield outcomes from USPTO patents with 853,638 reactions. The reactants are [CH3:1][O:2][CH2:3][CH2:4][N:5]1[CH2:9][C@@H:8]([C:10]2[CH:15]=[CH:14][N:13]=[CH:12][CH:11]=2)[C@H:7]([C:16]([O:18]CC)=[O:17])[CH2:6]1.[Li+:21].[OH-]. The catalyst is C1COCC1.CO. The product is [CH3:1][O:2][CH2:3][CH2:4][N:5]1[CH2:9][C@@H:8]([C:10]2[CH:15]=[CH:14][N:13]=[CH:12][CH:11]=2)[C@H:7]([C:16]([O-:18])=[O:17])[CH2:6]1.[Li+:21]. The yield is 0.880.